This data is from Full USPTO retrosynthesis dataset with 1.9M reactions from patents (1976-2016). The task is: Predict the reactants needed to synthesize the given product. (1) Given the product [CH2:11]([O:10][C:8]([N:5]1[CH2:6][CH2:7][CH:2]([NH:18][C:19]2[CH:24]=[CH:23][CH:22]=[CH:21][CH:20]=2)[CH2:3][CH2:4]1)=[O:9])[C:12]1[CH:17]=[CH:16][CH:15]=[CH:14][CH:13]=1, predict the reactants needed to synthesize it. The reactants are: O=[C:2]1[CH2:7][CH2:6][N:5]([C:8]([O:10][CH2:11][C:12]2[CH:17]=[CH:16][CH:15]=[CH:14][CH:13]=2)=[O:9])[CH2:4][CH2:3]1.[NH2:18][C:19]1[CH:24]=[CH:23][CH:22]=[CH:21][CH:20]=1. (2) The reactants are: [Cl:1][C:2]1[C:3]([CH3:18])=[C:4]([NH:10][C@H:11]([C@@H:15]([OH:17])[CH3:16])[C:12](O)=[O:13])[CH:5]=[CH:6][C:7]=1[C:8]#[N:9].[Si:19]([O:26][CH2:27][C:28]1[CH:37]=[CH:36][C:31]([C:32]([NH:34][NH2:35])=[O:33])=[CH:30][CH:29]=1)([C:22]([CH3:25])([CH3:24])[CH3:23])([CH3:21])[CH3:20].O.ON1C2C=CC=CC=2N=N1.Cl.CN(C)CCCN=C=NCC.C(N(CC)CC)C. Given the product [Si:19]([O:26][CH2:27][C:28]1[CH:29]=[CH:30][C:31]([C:12](=[O:13])[C@H:11]([NH:10][C:4]2[CH:5]=[CH:6][C:7]([C:8]#[N:9])=[C:2]([Cl:1])[C:3]=2[CH3:18])[C@@H:15]([OH:17])[CH3:16])([C:32]([NH:34][NH2:35])=[O:33])[CH2:36][CH:37]=1)([C:22]([CH3:25])([CH3:24])[CH3:23])([CH3:21])[CH3:20], predict the reactants needed to synthesize it. (3) Given the product [Cl:1][C:2]1[CH:3]=[C:4]([CH:20]=[CH:21][C:22]=1[Cl:23])[CH2:5][N:6]1[CH:10]=[C:9]([N:11]([CH2:12][CH2:13][N:14]2[CH2:19][CH2:18][O:17][CH2:16][CH2:15]2)[C:24](=[O:26])[CH3:25])[N:8]=[N:7]1, predict the reactants needed to synthesize it. The reactants are: [Cl:1][C:2]1[CH:3]=[C:4]([CH:20]=[CH:21][C:22]=1[Cl:23])[CH2:5][N:6]1[CH:10]=[C:9]([NH:11][CH2:12][CH2:13][N:14]2[CH2:19][CH2:18][O:17][CH2:16][CH2:15]2)[N:8]=[N:7]1.[C:24](OC(=O)C)(=[O:26])[CH3:25]. (4) Given the product [NH2:11][CH2:10][CH2:9][CH:8]([C:4]1[CH:5]=[CH:6][CH:7]=[C:2]([Br:1])[CH:3]=1)[OH:12], predict the reactants needed to synthesize it. The reactants are: [Br:1][C:2]1[CH:3]=[C:4]([CH:8]([OH:12])[CH2:9][C:10]#[N:11])[CH:5]=[CH:6][CH:7]=1.C[C@@H](O)[C@H](N)C(O)=O. (5) Given the product [CH2:9]([C:11]1[C:15]([S:16][C:17]2[CH:22]=[CH:21][C:20]([F:23])=[CH:19][CH:18]=2)=[C:14]([CH2:24][CH3:25])[N:13]([CH2:26][CH2:27][NH:28][CH3:29])[N:12]=1)[CH3:10].[C:1]([OH:8])(=[O:7])/[CH:2]=[CH:3]\[C:4]([OH:6])=[O:5], predict the reactants needed to synthesize it. The reactants are: [C:1]([OH:8])(=[O:7])/[CH:2]=[CH:3]\[C:4]([OH:6])=[O:5].[CH2:9]([C:11]1[C:15]([S:16][C:17]2[CH:22]=[CH:21][C:20]([F:23])=[CH:19][CH:18]=2)=[C:14]([CH2:24][CH3:25])[N:13]([CH2:26][CH2:27][NH:28][CH3:29])[N:12]=1)[CH3:10].